From a dataset of Full USPTO retrosynthesis dataset with 1.9M reactions from patents (1976-2016). Predict the reactants needed to synthesize the given product. (1) Given the product [Br:1][C:2]1[CH:3]=[C:4]([S:8]([N:12]([CH2:16][CH2:17][OH:18])[CH2:13][CH2:14][OH:15])(=[O:10])=[O:9])[CH:5]=[CH:6][CH:7]=1, predict the reactants needed to synthesize it. The reactants are: [Br:1][C:2]1[CH:3]=[C:4]([S:8](Cl)(=[O:10])=[O:9])[CH:5]=[CH:6][CH:7]=1.[NH:12]([CH2:16][CH2:17][OH:18])[CH2:13][CH2:14][OH:15]. (2) Given the product [NH2:10][C:8]([CH:5]1[CH2:6][N:7]([C:23]([O:22][C:19]([CH3:21])([CH3:20])[CH3:18])=[O:24])[CH:2]([CH3:1])[CH2:3][CH2:4]1)=[O:9], predict the reactants needed to synthesize it. The reactants are: [CH3:1][CH:2]1[NH:7][CH2:6][CH:5]([C:8]([NH2:10])=[O:9])[CH2:4][CH2:3]1.C(N(CC)CC)C.[CH3:18][C:19]([O:22][C:23](O[C:23]([O:22][C:19]([CH3:21])([CH3:20])[CH3:18])=[O:24])=[O:24])([CH3:21])[CH3:20]. (3) The reactants are: [Cl:1][C:2]1[N:3]=[C:4]([C:9]([NH:11][C@H:12]2[CH2:17][CH2:16][N:15]([C:18]3[S:19][C:20]([C:26]([O:28][CH2:29][CH3:30])=[O:27])=[C:21]([C:23]([OH:25])=O)[N:22]=3)[CH2:14][C@H:13]2[O:31][CH2:32][CH2:33][CH3:34])=[O:10])[NH:5][C:6]=1[CH2:7][CH3:8].[CH3:35][O:36][CH2:37][CH2:38][NH2:39].CCN=C=NCCCN(C)C.Cl.C1C=CC2N(O)N=NC=2C=1. Given the product [Cl:1][C:2]1[N:3]=[C:4]([C:9]([NH:11][C@H:12]2[CH2:17][CH2:16][N:15]([C:18]3[S:19][C:20]([C:26]([O:28][CH2:29][CH3:30])=[O:27])=[C:21]([C:23](=[O:25])[NH:39][CH2:38][CH2:37][O:36][CH3:35])[N:22]=3)[CH2:14][C@H:13]2[O:31][CH2:32][CH2:33][CH3:34])=[O:10])[NH:5][C:6]=1[CH2:7][CH3:8], predict the reactants needed to synthesize it. (4) Given the product [NH2:1][C:2]1[CH:9]=[CH:8][C:5]([C:6]2[O:13][CH2:12][CH2:11][N:7]=2)=[CH:4][CH:3]=1, predict the reactants needed to synthesize it. The reactants are: [NH2:1][C:2]1[CH:9]=[CH:8][C:5]([C:6]#[N:7])=[CH:4][CH:3]=1.N[CH2:11][CH2:12][OH:13].N. (5) Given the product [NH2:1][C:2]1[CH:10]=[CH:9][CH:8]=[C:7]2[C:3]=1[C:4](=[O:29])[N:5]([C@@H:12]([C:18]1[CH:23]=[CH:22][C:21]([OH:24])=[C:20]([O:26][CH2:27][CH3:28])[CH:19]=1)[CH2:13][S:14]([CH3:17])(=[O:16])=[O:15])[C:6]2=[O:11], predict the reactants needed to synthesize it. The reactants are: [NH2:1][C:2]1[CH:10]=[CH:9][CH:8]=[C:7]2[C:3]=1[C:4](=[O:29])[N:5]([C@@H:12]([C:18]1[CH:23]=[CH:22][C:21]([O:24]C)=[C:20]([O:26][CH2:27][CH3:28])[CH:19]=1)[CH2:13][S:14]([CH3:17])(=[O:16])=[O:15])[C:6]2=[O:11].I[Si](C)(C)C.